From a dataset of Forward reaction prediction with 1.9M reactions from USPTO patents (1976-2016). Predict the product of the given reaction. (1) Given the reactants [C:1]([O:5][C:6]([C:8]1[S:31][C:11]2[CH2:12][CH2:13][C:14]3[CH:15]=[N:16][C:17]([NH:20][C:21]4[CH:26]=[CH:25][CH:24]=[C:23]([S:27](=[O:30])(=[O:29])[NH2:28])[CH:22]=4)=[N:18][C:19]=3[C:10]=2[CH:9]=1)=[O:7])([CH3:4])([CH3:3])[CH3:2].ClC1C(=O)C(C#N)=C(C#N)C(=O)C=1Cl, predict the reaction product. The product is: [C:1]([O:5][C:6]([C:8]1[S:31][C:11]2=[CH:12][CH:13]=[C:14]3[C:19]([N:18]=[C:17]([NH:20][C:21]4[CH:26]=[CH:25][CH:24]=[C:23]([S:27](=[O:29])(=[O:30])[NH2:28])[CH:22]=4)[N:16]=[CH:15]3)=[C:10]2[CH:9]=1)=[O:7])([CH3:4])([CH3:2])[CH3:3]. (2) Given the reactants [C:1]([O:5][C:6](=[O:29])[C@H:7]([CH2:24][CH2:25][CH2:26][CH2:27][CH3:28])[C@@H:8]([O:15]C(=O)C1C=CC=CC=1)[CH2:9][CH2:10][CH2:11][CH2:12][CH2:13][CH3:14])([CH3:4])([CH3:3])[CH3:2].CCCC[Sn](O[Sn](CCCC)(CCCC)CCCC)(CCCC)CCCC, predict the reaction product. The product is: [C:1]([O:5][C:6](=[O:29])[C@H:7]([CH2:24][CH2:25][CH2:26][CH2:27][CH3:28])[C@@H:8]([OH:15])[CH2:9][CH2:10][CH2:11][CH2:12][CH2:13][CH3:14])([CH3:3])([CH3:4])[CH3:2]. (3) Given the reactants [C:1]([O:5][C:6](=[O:19])[CH2:7][N:8]1[C:16]2[C:11](=[C:12]([CH3:18])[CH:13]=[C:14]([OH:17])[CH:15]=2)[CH:10]=[CH:9]1)([CH3:4])([CH3:3])[CH3:2].[CH3:20][N:21]1[C:25]([CH2:26]O)=[CH:24][C:23]([C:28]2[CH:33]=[CH:32][C:31]([O:34][C:35]([F:38])([F:37])[F:36])=[CH:30][CH:29]=2)=[N:22]1.CN(C)C(N=NC(N(C)C)=O)=O.C(P(CCCC)CCCC)CCC, predict the reaction product. The product is: [C:1]([O:5][C:6](=[O:19])[CH2:7][N:8]1[C:16]2[C:11](=[C:12]([CH3:18])[CH:13]=[C:14]([O:17][CH2:26][C:25]3[N:21]([CH3:20])[N:22]=[C:23]([C:28]4[CH:29]=[CH:30][C:31]([O:34][C:35]([F:37])([F:36])[F:38])=[CH:32][CH:33]=4)[CH:24]=3)[CH:15]=2)[CH:10]=[CH:9]1)([CH3:4])([CH3:3])[CH3:2]. (4) Given the reactants [CH3:1][C:2]([CH3:4])=[O:3].[C:5]1(=[O:11])[CH2:10]CC[CH2:7][CH2:6]1.[CH2:12]([C:16]([CH3:18])=[O:17])[CH:13]([CH3:15])[CH3:14].[C:19]1(=[O:25])[CH2:24][CH2:23][CH2:22][CH2:21][CH2:20]1, predict the reaction product. The product is: [CH3:1][C:2]([CH3:4])=[O:3].[CH2:12]([C:16]([CH3:18])=[O:17])[CH:13]([CH3:15])[CH3:14].[CH2:6]([C:5]([CH3:10])=[O:11])[CH3:7].[C:19]1(=[O:25])[CH2:24][CH2:23][CH2:22][CH2:21][CH2:20]1. (5) The product is: [C:12]([C:10]1[CH:11]=[C:7]([NH:6][C:5]([NH:53][C@@H:46]2[C:47]3[C:52](=[CH:51][CH:50]=[CH:49][CH:48]=3)[C@H:43]([O:42][C:39]3[CH:40]=[CH:41][C:36]4[N:37]([C:33]([C@:28]5([CH3:32])[CH2:29][CH2:30][CH2:31][N:27]5[CH3:26])=[N:34][N:35]=4)[CH:38]=3)[CH2:44][CH2:45]2)=[O:23])[N:8]([C:16]2[CH:21]=[CH:20][C:19]([CH3:22])=[CH:18][CH:17]=2)[N:9]=1)([CH3:15])([CH3:13])[CH3:14]. Given the reactants ClC(Cl)(Cl)CO[C:5](=[O:23])[NH:6][C:7]1[N:8]([C:16]2[CH:21]=[CH:20][C:19]([CH3:22])=[CH:18][CH:17]=2)[N:9]=[C:10]([C:12]([CH3:15])([CH3:14])[CH3:13])[CH:11]=1.[CH3:26][N:27]1[CH2:31][CH2:30][CH2:29][C@:28]1([C:33]1[N:37]2[CH:38]=[C:39]([O:42][C@H:43]3[C:52]4[C:47](=[CH:48][CH:49]=[CH:50][CH:51]=4)[C@@H:46]([NH2:53])[CH2:45][CH2:44]3)[CH:40]=[CH:41][C:36]2=[N:35][N:34]=1)[CH3:32], predict the reaction product. (6) Given the reactants [CH3:1][O:2][C:3]1[CH:4]=[C:5]2[C:10](=[CH:11][CH:12]=1)[C:9](=[O:13])[CH:8]([CH2:14]/[CH:15]=[CH:16]/[CH:17]=O)[CH2:7][CH2:6]2.[F:19][C:20]1[CH:25]=[CH:24][CH:23]=[CH:22][C:21]=1[CH2:26][NH:27][CH:28]=[CH:29][C:30](=[O:32])[CH3:31], predict the reaction product. The product is: [C:30]([C:29]1[CH:15]([CH2:14][CH:8]2[CH2:7][CH2:6][C:5]3[C:10](=[CH:11][CH:12]=[C:3]([O:2][CH3:1])[CH:4]=3)[C:9]2=[O:13])[CH:16]=[CH:17][N:27]([CH2:26][C:21]2[CH:22]=[CH:23][CH:24]=[CH:25][C:20]=2[F:19])[CH:28]=1)(=[O:32])[CH3:31].